From a dataset of Full USPTO retrosynthesis dataset with 1.9M reactions from patents (1976-2016). Predict the reactants needed to synthesize the given product. (1) Given the product [OH:4][C@H:5]1[CH2:6][CH2:7][C@H:8]([N:11]2[C:16](=[O:17])[C:15]([CH2:18][C:19]3[CH:24]=[CH:23][C:22]([C:25]4[C:26]([C:31]#[N:32])=[CH:27][CH:28]=[CH:29][CH:30]=4)=[CH:21][C:20]=3[O:33][CH3:34])=[C:14]([CH2:35][CH2:36][CH3:37])[N:13]3[N:38]=[CH:39][CH:40]=[C:12]23)[CH2:9][CH2:10]1, predict the reactants needed to synthesize it. The reactants are: O1[C:5]2([CH2:10][CH2:9][CH:8]([N:11]3[C:16](=[O:17])[C:15]([CH2:18][C:19]4[CH:24]=[CH:23][C:22]([C:25]5[C:26]([C:31]#[N:32])=[CH:27][CH:28]=[CH:29][CH:30]=5)=[CH:21][C:20]=4[O:33][CH3:34])=[C:14]([CH2:35][CH2:36][CH3:37])[N:13]4[N:38]=[CH:39][CH:40]=[C:12]34)[CH2:7][CH2:6]2)[O:4]CC1.Cl.[OH-].[Na+]. (2) Given the product [N:24]1[CH:23]=[CH:29][N:30]=[CH:18][C:17]=1[N:14]1[CH2:15][CH2:16][C:11]2[O:10][C:9]([C:6]3[CH:5]=[CH:4][C:3]([C:2]([F:26])([F:1])[F:27])=[CH:8][CH:7]=3)=[N:25][C:12]=2[CH2:13]1, predict the reactants needed to synthesize it. The reactants are: [F:1][C:2]([F:27])([F:26])[C:3]1[CH:8]=[CH:7][C:6]([C:9]2[O:10][C:11]3[CH2:16][CH2:15][N:14]([C:17]4[N:24]=[CH:23]C=C[C:18]=4C#N)[CH2:13][C:12]=3[N:25]=2)=[CH:5][CH:4]=1.Cl[C:29]1C=NC=C[N:30]=1. (3) Given the product [CH3:24][O:23][C:17]1[CH:16]=[C:15]([N:13]([CH3:14])[C:11]2[C:10]3[C:5](=[CH:6][CH:7]=[CH:8][CH:9]=3)[N:4]=[C:3]([NH:27][CH3:26])[N:12]=2)[CH:20]=[CH:19][C:18]=1[O:21][CH3:22], predict the reactants needed to synthesize it. The reactants are: Cl.Cl[C:3]1[N:12]=[C:11]([N:13]([C:15]2[CH:20]=[CH:19][C:18]([O:21][CH3:22])=[C:17]([O:23][CH3:24])[CH:16]=2)[CH3:14])[C:10]2[C:5](=[CH:6][CH:7]=[CH:8][CH:9]=2)[N:4]=1.Cl.[CH3:26][NH2:27].C(=O)([O-])[O-].[Na+].[Na+]. (4) Given the product [CH2:24]([C:21]1[CH:20]=[N:19][C:18]([C:16]([NH:15][C@H:12]2[CH2:13][CH2:14][N:10]([C:1]3[C:2]4[N:3]([CH:7]=[CH:8][CH:9]=4)[CH:4]=[CH:5][N:6]=3)[CH2:11]2)=[O:17])=[N:23][CH:22]=1)[CH3:25], predict the reactants needed to synthesize it. The reactants are: [C:1]1([N:10]2[CH2:14][CH2:13][C@H:12]([NH:15][C:16]([C:18]3[N:23]=[CH:22][C:21]([CH:24]=[CH2:25])=[CH:20][N:19]=3)=[O:17])[CH2:11]2)[C:2]2[N:3]([CH:7]=[CH:8][CH:9]=2)[CH:4]=[CH:5][N:6]=1. (5) Given the product [NH2:1][C:4]1[CH:5]=[C:6]([CH:10]=[CH:11][CH:12]=1)[C:7]([NH:24][CH2:23][CH2:22][N:21]([CH3:25])[CH3:20])=[O:8], predict the reactants needed to synthesize it. The reactants are: [N+:1]([C:4]1[CH:5]=[C:6]([CH:10]=[CH:11][CH:12]=1)[C:7](Cl)=[O:8])([O-])=O.C(NC(C)C)(C)C.[CH3:20][N:21]([CH3:25])[CH2:22][CH2:23][NH2:24]. (6) Given the product [Cl:16][C:3]1[CH:4]=[C:5]([CH:14]=[CH:15][C:2]=1[B:22]1[O:26][C:25]([CH3:28])([CH3:27])[C:24]([CH3:30])([CH3:29])[O:23]1)[CH2:6][N:7]1[CH:12]=[CH:11][CH:10]=[N:9][C:8]1=[O:13], predict the reactants needed to synthesize it. The reactants are: Br[C:2]1[CH:15]=[CH:14][C:5]([CH2:6][N:7]2[CH:12]=[CH:11][CH:10]=[N:9][C:8]2=[O:13])=[CH:4][C:3]=1[Cl:16].C([O-])(=O)C.[K+].[B:22]1([B:22]2[O:26][C:25]([CH3:28])([CH3:27])[C:24]([CH3:30])([CH3:29])[O:23]2)[O:26][C:25]([CH3:28])([CH3:27])[C:24]([CH3:30])([CH3:29])[O:23]1. (7) The reactants are: [NH:1]1[C:11]2[C:6](=[CH:7][CH:8]=[CH:9][CH:10]=2)[C:4](=[O:5])[C:2]1=[O:3].[N+:12]([CH3:15])([O-:14])=[O:13]. Given the product [OH:5][C:4]1([CH2:15][N+:12]([O-:14])=[O:13])[C:6]2[C:11](=[CH:10][CH:9]=[CH:8][CH:7]=2)[NH:1][C:2]1=[O:3], predict the reactants needed to synthesize it. (8) The reactants are: [CH2:1]([O:8][C:9]1[C:10]([NH2:16])=[N:11][CH:12]=[C:13](Br)[CH:14]=1)[C:2]1[CH:7]=[CH:6][CH:5]=[CH:4][CH:3]=1.[C]=O.C[C:20](N(C)C)=[O:21].[CH3:25][OH:26]. Given the product [NH2:16][C:10]1[N:11]=[CH:12][C:13]([C:25]([O:21][CH3:20])=[O:26])=[CH:14][C:9]=1[O:8][CH2:1][C:2]1[CH:7]=[CH:6][CH:5]=[CH:4][CH:3]=1, predict the reactants needed to synthesize it. (9) Given the product [CH3:2][O:3][C:4]([C@H:6]1[CH2:10][C@@H:9]([NH:11][C:12]([O:14][C:15]([CH3:18])([CH3:17])[CH3:16])=[O:13])[CH:8]=[CH:7]1)=[O:5], predict the reactants needed to synthesize it. The reactants are: Cl.[CH3:2][O:3][C:4]([C@H:6]1[CH2:10][C@@H:9]([NH2:11])[CH:8]=[CH:7]1)=[O:5].[C:12](O[C:12]([O:14][C:15]([CH3:18])([CH3:17])[CH3:16])=[O:13])([O:14][C:15]([CH3:18])([CH3:17])[CH3:16])=[O:13].C(=O)([O-])[O-].[Na+].[Na+].CCCCCCC.